Dataset: Reaction yield outcomes from USPTO patents with 853,638 reactions. Task: Predict the reaction yield, written as a fraction of the theoretical maximum amount of product (1.0 means a 100% yield; for example, 0.34 means a 34% yield). (1) The reactants are [H-].[Na+].[F:3][C:4]1[CH:9]=[CH:8][CH:7]=[CH:6][C:5]=1[OH:10].[Cl:11][C:12]1[CH:17]=[C:16](Cl)[N:15]=[CH:14][N:13]=1.O. The catalyst is C1COCC1.C(OCC)(=O)C. The product is [Cl:11][C:12]1[CH:17]=[C:16]([O:10][C:5]2[CH:6]=[CH:7][CH:8]=[CH:9][C:4]=2[F:3])[N:15]=[CH:14][N:13]=1. The yield is 0.650. (2) The reactants are [N+:1]([C:4]1[CH:9]=[CH:8][C:7]([OH:10])=[C:6]([O:11][C:12]([F:15])([F:14])[F:13])[CH:5]=1)([O-])=O.[Cl-].N.C(O)C. The catalyst is O. The product is [NH2:1][C:4]1[CH:9]=[CH:8][C:7]([OH:10])=[C:6]([O:11][C:12]([F:13])([F:14])[F:15])[CH:5]=1. The yield is 0.744. (3) The yield is 0.950. The product is [CH2:14]([NH:17][S:2]([C:5]1[CH:6]=[C:7]([CH:11]=[CH:12][CH:13]=1)[C:8]([OH:10])=[O:9])(=[O:4])=[O:3])[CH:15]=[CH2:16]. The reactants are Cl[S:2]([C:5]1[CH:6]=[C:7]([CH:11]=[CH:12][CH:13]=1)[C:8]([OH:10])=[O:9])(=[O:4])=[O:3].[CH2:14]([NH2:17])[CH:15]=[CH2:16].[OH-].[Na+]. The catalyst is C1COCC1.Cl. (4) The reactants are [N+:1]([C:4]1[CH:5]=[C:6]([CH:29]=[CH:30][C:31]=1[CH3:32])[CH2:7][N:8]1[CH2:13][CH2:12][CH:11]([NH:14][C:15]([C:17]2[O:18][C:19]3[C:24]([C:25](=[O:27])[CH:26]=2)=[CH:23][CH:22]=[C:21]([F:28])[CH:20]=3)=[O:16])[CH2:10][CH2:9]1)([O-])=O.[NH4+].[Cl-].CCO. The catalyst is [Fe].O. The product is [NH2:1][C:4]1[CH:5]=[C:6]([CH:29]=[CH:30][C:31]=1[CH3:32])[CH2:7][N:8]1[CH2:13][CH2:12][CH:11]([NH:14][C:15]([C:17]2[O:18][C:19]3[C:24]([C:25](=[O:27])[CH:26]=2)=[CH:23][CH:22]=[C:21]([F:28])[CH:20]=3)=[O:16])[CH2:10][CH2:9]1. The yield is 0.905.